Dataset: Full USPTO retrosynthesis dataset with 1.9M reactions from patents (1976-2016). Task: Predict the reactants needed to synthesize the given product. (1) Given the product [OH:1][CH2:2][C@H:3]1[NH:4][CH2:5][C@@H:6]([NH:8][C:9]([C:11]2[C:19]3[C:14](=[CH:15][CH:16]=[CH:17][CH:18]=3)[N:13]([CH:20]([CH3:22])[CH3:21])[N:12]=2)=[O:10])[CH2:7]1, predict the reactants needed to synthesize it. The reactants are: [OH:1][CH2:2][C@@H:3]1[CH2:7][C@H:6]([NH:8][C:9]([C:11]2[C:19]3[C:14](=[CH:15][CH:16]=[CH:17][CH:18]=3)[N:13]([CH:20]([CH3:22])[CH3:21])[N:12]=2)=[O:10])[CH2:5][N:4]1C(OC(C)(C)C)=O.Cl. (2) Given the product [F:15][C:13]1[C:5]2[N:6]=[C:7]([NH:9][C:10](=[O:12])[CH3:11])[S:8][C:4]=2[CH:3]=[C:2]([B:19]2[O:20][C:21]([CH3:23])([CH3:22])[C:17]([CH3:33])([CH3:16])[O:18]2)[CH:14]=1, predict the reactants needed to synthesize it. The reactants are: Br[C:2]1[CH:14]=[C:13]([F:15])[C:5]2[N:6]=[C:7]([NH:9][C:10](=[O:12])[CH3:11])[S:8][C:4]=2[CH:3]=1.[CH3:16][C:17]1([CH3:33])[C:21]([CH3:23])([CH3:22])[O:20][B:19]([B:19]2[O:20][C:21]([CH3:23])([CH3:22])[C:17]([CH3:33])([CH3:16])[O:18]2)[O:18]1.C([O-])(=O)C.[K+]. (3) The reactants are: [CH:1]1[C:6]([CH:7]=O)=[CH:5][C:4]2[O:9][CH2:10][O:11][C:3]=2[CH:2]=1.[N+:12]([CH3:15])([O-:14])=[O:13].[OH-].[Na+].Cl. Given the product [CH2:10]1[O:11][C:3]2[CH:2]=[CH:1][C:6](/[CH:7]=[CH:15]/[N+:12]([O-:14])=[O:13])=[CH:5][C:4]=2[O:9]1, predict the reactants needed to synthesize it. (4) Given the product [Cl:1][C:2]1[CH:7]=[C:6]([Cl:8])[CH:5]=[CH:4][C:3]=1[N:9]1[C:13]([C:14]2[CH:15]=[CH:16][C:17]([F:20])=[CH:18][CH:19]=2)=[C:12]([CH3:21])[C:11]([C:22]2[N:31]([CH3:32])[C:26]([CH3:30])([CH3:25])[C:27](=[O:28])[N:29]=2)=[N:10]1, predict the reactants needed to synthesize it. The reactants are: [Cl:1][C:2]1[CH:7]=[C:6]([Cl:8])[CH:5]=[CH:4][C:3]=1[N:9]1[C:13]([C:14]2[CH:19]=[CH:18][C:17]([F:20])=[CH:16][CH:15]=2)=[C:12]([CH3:21])[C:11]([C:22](O)=O)=[N:10]1.[CH3:25][C:26]([NH:31][CH3:32])([CH3:30])[C:27]([NH2:29])=[O:28].